Dataset: Catalyst prediction with 721,799 reactions and 888 catalyst types from USPTO. Task: Predict which catalyst facilitates the given reaction. Reactant: [CH3:1][C:2]1[O:6][N:5]=[C:4]([C:7]2[CH:12]=[CH:11][C:10]([NH2:13])=[CH:9][CH:8]=2)[N:3]=1.[CH3:14][O:15][C:16]1[CH:17]=[C:18]([CH:21]=[CH:22][C:23]=1[O:24][CH3:25])[CH:19]=O.C[Si]([C:30]#[N:31])(C)C.C(S([O-])(=O)=O)(F)(F)F.C(S([O-])(=O)=O)(F)(F)F.C(S([O-])(=O)=O)(F)(F)F.[Yb+3]. Product: [CH3:14][O:15][C:16]1[CH:17]=[C:18]([CH:19]([NH:13][C:10]2[CH:11]=[CH:12][C:7]([C:4]3[N:3]=[C:2]([CH3:1])[O:6][N:5]=3)=[CH:8][CH:9]=2)[C:30]#[N:31])[CH:21]=[CH:22][C:23]=1[O:24][CH3:25]. The catalyst class is: 96.